The task is: Regression. Given a peptide amino acid sequence and an MHC pseudo amino acid sequence, predict their binding affinity value. This is MHC class II binding data.. This data is from Peptide-MHC class II binding affinity with 134,281 pairs from IEDB. (1) The peptide sequence is FSNNPHDLPLLCTLN. The MHC is DRB1_0101 with pseudo-sequence DRB1_0101. The binding affinity (normalized) is 0.714. (2) The peptide sequence is AHARSYQTLSTQAAA. The MHC is DRB1_1501 with pseudo-sequence DRB1_1501. The binding affinity (normalized) is 0.434. (3) The peptide sequence is MGEAVQNTVEDLKLN. The MHC is DRB1_1101 with pseudo-sequence DRB1_1101. The binding affinity (normalized) is 0.121. (4) The MHC is DRB1_1302 with pseudo-sequence DRB1_1302. The binding affinity (normalized) is 0. The peptide sequence is RQHGSEEWEPLTKKG. (5) The peptide sequence is ERDDTLTILLKATLL. The MHC is DRB1_0101 with pseudo-sequence DRB1_0101. The binding affinity (normalized) is 0.500.